Dataset: Forward reaction prediction with 1.9M reactions from USPTO patents (1976-2016). Task: Predict the product of the given reaction. (1) Given the reactants [CH3:1][O:2][CH2:3][CH2:4][CH2:5][CH2:6][C:7]1[N:11]([C:12]2[CH:17]=[CH:16][CH:15]=[CH:14][C:13]=2[CH3:18])[N:10]=[N:9][C:8]=1[C:19]([N:21]([CH2:39][CH:40]([CH3:42])[CH3:41])[C@@H:22]1[CH2:27][N:26]([C:28]([O:30][C:31]([CH3:34])([CH3:33])[CH3:32])=[O:29])[CH2:25][C@H:24]([C:35]([O:37]C)=[O:36])[CH2:23]1)=[O:20].[OH-].[Na+], predict the reaction product. The product is: [C:31]([O:30][C:28]([N:26]1[CH2:27][C@@H:22]([N:21]([C:19]([C:8]2[N:9]=[N:10][N:11]([C:12]3[CH:17]=[CH:16][CH:15]=[CH:14][C:13]=3[CH3:18])[C:7]=2[CH2:6][CH2:5][CH2:4][CH2:3][O:2][CH3:1])=[O:20])[CH2:39][CH:40]([CH3:41])[CH3:42])[CH2:23][C@@H:24]([C:35]([OH:37])=[O:36])[CH2:25]1)=[O:29])([CH3:32])([CH3:34])[CH3:33]. (2) Given the reactants [CH2:1]([O:5][C:6]1[N:14]=[C:13]2[C:9]([N:10]=[CH:11][N:12]2[CH2:15][C:16]2[CH:17]=[N:18][C:19](Cl)=[CH:20][CH:21]=2)=[C:8]([NH2:23])[N:7]=1)[CH2:2][CH2:3][CH3:4].[CH2:24]([OH:28])[CH2:25][CH2:26][OH:27], predict the reaction product. The product is: [CH2:1]([O:5][C:6]1[N:14]=[C:13]2[C:9]([N:10]=[CH:11][N:12]2[CH2:15][C:16]2[CH:17]=[N:18][C:19]([O:27][CH2:26][CH2:25][CH2:24][OH:28])=[CH:20][CH:21]=2)=[C:8]([NH2:23])[N:7]=1)[CH2:2][CH2:3][CH3:4].